Task: Predict the reactants needed to synthesize the given product.. Dataset: Full USPTO retrosynthesis dataset with 1.9M reactions from patents (1976-2016) (1) Given the product [C:26]([O:30][C:14]([C:12]1[C:11]([C:16]([OH:17])=[O:15])=[N:10][C:9]([C:19]2[CH:24]=[CH:23][C:22]([Cl:25])=[CH:21][CH:20]=2)=[C:8]([C:5]2[CH:4]=[CH:3][C:2]([Cl:1])=[CH:7][CH:6]=2)[N:13]=1)=[O:18])([CH3:29])([CH3:28])[CH3:27], predict the reactants needed to synthesize it. The reactants are: [Cl:1][C:2]1[CH:7]=[CH:6][C:5]([C:8]2[N:13]=[C:12]3[C:14](=[O:18])[O:15][C:16](=[O:17])[C:11]3=[N:10][C:9]=2[C:19]2[CH:24]=[CH:23][C:22]([Cl:25])=[CH:21][CH:20]=2)=[CH:4][CH:3]=1.[C:26]([OH:30])([CH3:29])([CH3:28])[CH3:27]. (2) The reactants are: [C:1]([PH:5][C:6]([CH3:9])([CH3:8])[CH3:7])([CH3:4])([CH3:3])[CH3:2].[Cl:10][CH2:11][C:12]([CH2:14]Cl)=[CH2:13]. Given the product [C:1]([P:5]([C:6]([CH3:9])([CH3:8])[CH3:7])[CH2:14][C:12]([CH2:11][Cl:10])=[CH2:13])([CH3:4])([CH3:3])[CH3:2], predict the reactants needed to synthesize it.